From a dataset of Forward reaction prediction with 1.9M reactions from USPTO patents (1976-2016). Predict the product of the given reaction. (1) Given the reactants [Cl:1][C:2]1[CH:3]=[C:4]([C:12]2[N:16]=[C:15]([C:17]3[CH:22]=[CH:21][C:20]([S:23]([NH:26][CH2:27][CH2:28][C:29]([O:31]C(C)(C)C)=[O:30])(=[O:25])=[O:24])=[CH:19][CH:18]=3)[O:14][N:13]=2)[CH:5]=[CH:6][C:7]=1[O:8][CH:9]([CH3:11])[CH3:10].C(O)(C(F)(F)F)=O, predict the reaction product. The product is: [Cl:1][C:2]1[CH:3]=[C:4]([C:12]2[N:16]=[C:15]([C:17]3[CH:18]=[CH:19][C:20]([S:23]([NH:26][CH2:27][CH2:28][C:29]([OH:31])=[O:30])(=[O:25])=[O:24])=[CH:21][CH:22]=3)[O:14][N:13]=2)[CH:5]=[CH:6][C:7]=1[O:8][CH:9]([CH3:11])[CH3:10]. (2) Given the reactants [C:1]([O:5][C:6]([N:8]1[CH2:14][CH2:13][CH2:12][C@@H:9]1[CH:10]=O)=[O:7])([CH3:4])([CH3:3])[CH3:2].[NH:15]1[CH2:20][CH2:19][CH2:18][CH2:17][CH2:16]1, predict the reaction product. The product is: [C:1]([O:5][C:6]([N:8]1[CH2:14][CH2:13][CH2:12][C@@H:9]1[CH2:10][N:15]1[CH2:20][CH2:19][CH2:18][CH2:17][CH2:16]1)=[O:7])([CH3:4])([CH3:3])[CH3:2]. (3) The product is: [F:1][C:2]1[C:10]([N+:11]([O-:13])=[O:12])=[CH:9][CH:8]=[C:7]([F:14])[C:3]=1[C:4]([Cl:17])=[O:5]. Given the reactants [F:1][C:2]1[C:10]([N+:11]([O-:13])=[O:12])=[CH:9][CH:8]=[C:7]([F:14])[C:3]=1[C:4](O)=[O:5].S(Cl)([Cl:17])=O, predict the reaction product. (4) Given the reactants [CH:1]1([CH2:4][NH2:5])[CH2:3][CH2:2]1.Cl[C:7]1[CH:12]=[C:11]([C:13]2[CH:18]=[CH:17][CH:16]=[C:15]([Cl:19])[C:14]=2[Cl:20])[N:10]=[C:9]([NH2:21])[N:8]=1, predict the reaction product. The product is: [CH:1]1([CH2:4][NH:5][C:7]2[CH:12]=[C:11]([C:13]3[CH:18]=[CH:17][CH:16]=[C:15]([Cl:19])[C:14]=3[Cl:20])[N:10]=[C:9]([NH2:21])[N:8]=2)[CH2:3][CH2:2]1. (5) Given the reactants [C:1]([O-])(=O)C.[Na+].[C:6]([O-:9])([O-])=[O:7].[K+].[K+].[CH2:12]([O:19][C:20]1[N:25]=[CH:24][C:23]([OH:26])=[C:22]([C:27]#[C:28][C:29]2[CH:34]=[CH:33][C:32]([F:35])=[CH:31][CH:30]=2)[CH:21]=1)[C:13]1[CH:18]=[CH:17][CH:16]=[CH:15][CH:14]=1, predict the reaction product. The product is: [CH2:12]([O:19][C:20]1[CH:21]=[C:22]2[C:27]([C:6]([O:9][CH3:1])=[O:7])=[C:28]([C:29]3[CH:34]=[CH:33][C:32]([F:35])=[CH:31][CH:30]=3)[O:26][C:23]2=[CH:24][N:25]=1)[C:13]1[CH:14]=[CH:15][CH:16]=[CH:17][CH:18]=1. (6) The product is: [C:1]([O:5][C:6]([N:8]1[CH2:15][C:14]2=[C:13]3[N:12]([N:11]=[C:10]2[CH2:9]1)[C:22]([CH3:23])=[C:18]([CH3:17])[C:19]([CH3:20])=[N:16]3)=[O:7])([CH3:4])([CH3:2])[CH3:3]. Given the reactants [C:1]([O:5][C:6]([N:8]1[CH2:15][C:14]2[C:10](=[N:11][NH:12][C:13]=2[NH2:16])[CH2:9]1)=[O:7])([CH3:4])([CH3:3])[CH3:2].[CH3:17][CH:18]([C:22](=O)[CH3:23])[C:19](=O)[CH3:20], predict the reaction product. (7) The product is: [N:1]([CH:4]([C:6]1[N:7]=[C:8]2[S:16][CH:15]=[C:14]([CH3:17])[N:9]2[C:10](=[O:13])[C:11]=1[C:23]1[CH:22]=[CH:21][CH:20]=[C:19]([F:18])[C:24]=1[F:25])[CH3:5])=[N+:2]=[N-:3]. Given the reactants [N:1]([CH:4]([C:6]1[N:7]=[C:8]2[S:16][CH:15]=[C:14]([CH3:17])[N:9]2[C:10](=[O:13])[C:11]=1Br)[CH3:5])=[N+:2]=[N-:3].[F:18][C:19]1[C:24]([F:25])=[CH:23][CH:22]=[CH:21][C:20]=1B(O)O.C(=O)([O-])[O-].[Na+].[Na+].O, predict the reaction product.